This data is from CYP2C9 inhibition data for predicting drug metabolism from PubChem BioAssay. The task is: Regression/Classification. Given a drug SMILES string, predict its absorption, distribution, metabolism, or excretion properties. Task type varies by dataset: regression for continuous measurements (e.g., permeability, clearance, half-life) or binary classification for categorical outcomes (e.g., BBB penetration, CYP inhibition). Dataset: cyp2c9_veith. (1) The drug is O=C(O)COc1ccc(OCCNC[C@@H](O)COc2ccccc2)cc1. The result is 0 (non-inhibitor). (2) The compound is CC(C)(C)c1ccc(O)c(C[N+](C)(C)C)c1. The result is 0 (non-inhibitor).